This data is from HIV replication inhibition screening data with 41,000+ compounds from the AIDS Antiviral Screen. The task is: Binary Classification. Given a drug SMILES string, predict its activity (active/inactive) in a high-throughput screening assay against a specified biological target. (1) The molecule is Cl.OCC1NC(COC2OC(CO)C(O)C(O)C2O)C(O)C(O)C1O. The result is 0 (inactive). (2) The molecule is Cc1ccc(S(=O)(=O)SCCN)cc1. The result is 0 (inactive). (3) The molecule is O=C(C(c1ccccc1)c1ccccc1)N1CCN(c2ccccn2)CC1. The result is 0 (inactive). (4) The result is 0 (inactive). The compound is CCOC(=O)CN1CCC(C(O)c2cc3ccccc3[nH]2)CC1.